From a dataset of Catalyst prediction with 721,799 reactions and 888 catalyst types from USPTO. Predict which catalyst facilitates the given reaction. (1) Reactant: [F:1][C:2]1[CH:7]=[CH:6][CH:5]=[CH:4][C:3]=1[C:8]1[N:13]=[CH:12][N:11]=[C:10]([N:14]2[CH2:19][CH2:18][N:17](C(OC(C)(C)C)=O)[CH2:16][CH2:15]2)[CH:9]=1.C(OCC)(=O)C.Cl. Product: [F:1][C:2]1[CH:7]=[CH:6][CH:5]=[CH:4][C:3]=1[C:8]1[CH:9]=[C:10]([N:14]2[CH2:15][CH2:16][NH:17][CH2:18][CH2:19]2)[N:11]=[CH:12][N:13]=1. The catalyst class is: 13. (2) Reactant: CN(C(ON1N=NC2C=CC=NC1=2)=[N+](C)C)C.F[P-](F)(F)(F)(F)F.[F:25][C:26]1[CH:31]=[CH:30][C:29]([C:32]2[O:55][C:35]3=[N:36][C:37]([CH2:49][CH2:50][C:51]([F:54])([F:53])[F:52])=[C:38]([C:40]4[CH:41]=[C:42]([CH:46]=[CH:47][CH:48]=4)[C:43]([OH:45])=O)[CH:39]=[C:34]3[C:33]=2[C:56](=[O:59])[NH:57][CH3:58])=[CH:28][CH:27]=1.C(N(C(C)C)C(C)C)C.Cl.[O:70]1[CH:74]=[N:73][C:72]([C:75]([NH2:78])([CH3:77])[CH3:76])=[N:71]1. Product: [O:70]1[CH:74]=[N:73][C:72]([C:75]([NH:78][C:43]([C:42]2[CH:41]=[C:40]([C:38]3[CH:39]=[C:34]4[C:33]([C:56]([NH:57][CH3:58])=[O:59])=[C:32]([C:29]5[CH:28]=[CH:27][C:26]([F:25])=[CH:31][CH:30]=5)[O:55][C:35]4=[N:36][C:37]=3[CH2:49][CH2:50][C:51]([F:53])([F:52])[F:54])[CH:48]=[CH:47][CH:46]=2)=[O:45])([CH3:77])[CH3:76])=[N:71]1.[F:25][C:26]1[CH:27]=[CH:28][C:29]([C:32]2[O:55][C:35]3=[N:36][C:37]([CH2:49][CH2:50][C:51]([F:53])([F:52])[F:54])=[CH:38][CH:39]=[C:34]3[C:33]=2[C:56]([NH:57][CH3:58])=[O:59])=[CH:30][CH:31]=1. The catalyst class is: 3. (3) Reactant: [N:1]1[N:2]([CH2:6][CH2:7][CH2:8][N:9]2C(=O)C3C(=CC=CC=3)C2=O)[N:3]=[CH:4][CH:5]=1.O.NN.CO. Product: [N:1]1[N:2]([CH2:6][CH2:7][CH2:8][NH2:9])[N:3]=[CH:4][CH:5]=1. The catalyst class is: 111.